This data is from Reaction yield outcomes from USPTO patents with 853,638 reactions. The task is: Predict the reaction yield, written as a fraction of the theoretical maximum amount of product (1.0 means a 100% yield; for example, 0.34 means a 34% yield). (1) The reactants are [Sn](Cl)Cl.[Br:4][C:5]1[CH:6]=[CH:7][C:8]([N+:13]([O-])=O)=[C:9]([CH:12]=1)[CH:10]=O.O=[C:17]([CH3:24])[CH2:18][C:19]([O:21][CH2:22][CH3:23])=[O:20]. The catalyst is C(OCC)C.C(O)C.[Cl-].[Zn+2].[Cl-]. The product is [Br:4][C:5]1[CH:12]=[C:9]2[C:8](=[CH:7][CH:6]=1)[N:13]=[C:17]([CH3:24])[C:18]([C:19]([O:21][CH2:22][CH3:23])=[O:20])=[CH:10]2. The yield is 0.550. (2) The reactants are [N+:1]([C:4]1[CH:12]=[CH:11][CH:10]=[CH:9][C:5]=1[CH2:6][CH2:7][OH:8])([O-:3])=[O:2].[S:13](Cl)([C:16]1[CH:22]=[CH:21][C:19]([CH3:20])=[CH:18][CH:17]=1)(=[O:15])=[O:14]. No catalyst specified. The product is [S:13]([C:16]1[CH:22]=[CH:21][C:19]([CH3:20])=[CH:18][CH:17]=1)([O:8][CH2:7][CH2:6][C:5]1[CH:9]=[CH:10][CH:11]=[CH:12][C:4]=1[N+:1]([O-:3])=[O:2])(=[O:15])=[O:14]. The yield is 0.920.